From a dataset of Catalyst prediction with 721,799 reactions and 888 catalyst types from USPTO. Predict which catalyst facilitates the given reaction. (1) Reactant: [H-].[Na+].[CH2:3]([O:11][CH2:12][C:13]([CH2:18][O:19][CH2:20][CH2:21][CH2:22][CH2:23][CH2:24][CH2:25][CH2:26][CH3:27])([CH2:16][OH:17])[CH2:14][OH:15])[CH2:4][CH2:5][CH2:6][CH2:7][CH2:8][CH2:9][CH3:10].Br.Br[CH2:30][CH2:31][N:32]([CH2:35][CH3:36])[CH2:33][CH3:34]. Product: [CH2:31]([N:32]([CH2:35][CH3:36])[CH2:33][CH2:34][O:15][CH2:14][C:13]([CH2:12][O:11][CH2:3][CH2:4][CH2:5][CH2:6][CH2:7][CH2:8][CH2:9][CH3:10])([CH2:18][O:19][CH2:20][CH2:21][CH2:22][CH2:23][CH2:24][CH2:25][CH2:26][CH3:27])[CH2:16][O:17][CH2:30][CH2:31][N:32]([CH2:35][CH3:36])[CH2:33][CH3:34])[CH3:30]. The catalyst class is: 1. (2) Reactant: C(N1C=CN=C1)(N1C=CN=C1)=O.[C:13]1([C:23]([OH:25])=O)[C:22]2[C:17](=[CH:18][CH:19]=[CH:20][CH:21]=2)[CH:16]=[CH:15][N:14]=1.[F:26][C:27]1[CH:32]=[CH:31][C:30]([CH2:33][CH2:34][N:35]2[CH2:40][CH2:39][NH:38][CH2:37][CH2:36]2)=[CH:29][CH:28]=1.C(N(CC)CC)C. Product: [F:26][C:27]1[CH:32]=[CH:31][C:30]([CH2:33][CH2:34][N:35]2[CH2:36][CH2:37][N:38]([C:23]([C:13]3[C:22]4[C:17](=[CH:18][CH:19]=[CH:20][CH:21]=4)[CH:16]=[CH:15][N:14]=3)=[O:25])[CH2:39][CH2:40]2)=[CH:29][CH:28]=1. The catalyst class is: 7. (3) Reactant: [C:1]1([C:7]2([CH2:12][OH:13])[CH2:11][CH2:10][CH2:9][CH2:8]2)[CH:6]=[CH:5][CH:4]=[CH:3][CH:2]=1.CC(OI1(OC(C)=O)(OC(C)=O)OC(=O)C2C1=CC=CC=2)=O.C(=O)(O)[O-].[Na+].O. Product: [C:1]1([C:7]2([CH:12]=[O:13])[CH2:11][CH2:10][CH2:9][CH2:8]2)[CH:6]=[CH:5][CH:4]=[CH:3][CH:2]=1. The catalyst class is: 2. (4) Reactant: [OH:1][CH2:2][C@H:3]1[CH2:7][CH2:6][CH2:5][N:4]1[CH2:8][CH2:9][C:10]1[NH:11][C:12](=[O:21])[C:13]2[C:18]([CH:19]=1)=[C:17]([CH3:20])[CH:16]=[CH:15][CH:14]=2.[P:22](=[O:26])([OH:25])([OH:24])[OH:23]. Product: [OH2:1].[P:22]([OH:26])([OH:25])([OH:24])=[O:23].[OH:1][CH2:2][C@H:3]1[CH2:7][CH2:6][CH2:5][N:4]1[CH2:8][CH2:9][C:10]1[NH:11][C:12](=[O:21])[C:13]2[C:18]([CH:19]=1)=[C:17]([CH3:20])[CH:16]=[CH:15][CH:14]=2.[OH:1][CH2:2][C@H:3]1[CH2:7][CH2:6][CH2:5][N:4]1[CH2:8][CH2:9][C:10]1[NH:11][C:12](=[O:21])[C:13]2[C:18]([CH:19]=1)=[C:17]([CH3:20])[CH:16]=[CH:15][CH:14]=2.[OH2:1]. The catalyst class is: 8. (5) Reactant: [NH2:1][CH2:2][C:3]1[CH:4]=[C:5]([C:9]2[CH:10]=[C:11]3[C:16](=[N:17][CH:18]=2)[N:15]([C:19]([NH2:21])=[O:20])[CH2:14][CH2:13][CH2:12]3)[CH:6]=[N:7][CH:8]=1.[C:22](O)(=[O:24])[CH3:23].C(N(CC)CC)C.CN(C(ON1N=NC2C=CC=CC1=2)=[N+](C)C)C.[B-](F)(F)(F)F. Product: [C:22]([NH:1][CH2:2][C:3]1[CH:4]=[C:5]([C:9]2[CH:10]=[C:11]3[C:16](=[N:17][CH:18]=2)[N:15]([C:19]([NH2:21])=[O:20])[CH2:14][CH2:13][CH2:12]3)[CH:6]=[N:7][CH:8]=1)(=[O:24])[CH3:23]. The catalyst class is: 10.